Dataset: NCI-60 drug combinations with 297,098 pairs across 59 cell lines. Task: Regression. Given two drug SMILES strings and cell line genomic features, predict the synergy score measuring deviation from expected non-interaction effect. Drug 1: C1=CC(=C2C(=C1NCCNCCO)C(=O)C3=C(C=CC(=C3C2=O)O)O)NCCNCCO. Drug 2: CCCCCOC(=O)NC1=NC(=O)N(C=C1F)C2C(C(C(O2)C)O)O. Cell line: COLO 205. Synergy scores: CSS=32.0, Synergy_ZIP=1.06, Synergy_Bliss=-0.709, Synergy_Loewe=-15.9, Synergy_HSA=-1.31.